This data is from Catalyst prediction with 721,799 reactions and 888 catalyst types from USPTO. The task is: Predict which catalyst facilitates the given reaction. (1) Reactant: [O:1]=[C:2]1[N:7]([CH2:8][C:9]2[CH:10]=[C:11]([C:15]3[N:20]=[CH:19][C:18]([C:21]([O:23]CC)=[O:22])=[CH:17][N:16]=3)[CH:12]=[CH:13][CH:14]=2)[N:6]=[C:5]([C:26]2[CH:31]=[C:30]([F:32])[C:29]([F:33])=[C:28]([F:34])[CH:27]=2)[CH:4]=[CH:3]1.[OH-].[Li+]. Product: [O:1]=[C:2]1[N:7]([CH2:8][C:9]2[CH:10]=[C:11]([C:15]3[N:20]=[CH:19][C:18]([C:21]([OH:23])=[O:22])=[CH:17][N:16]=3)[CH:12]=[CH:13][CH:14]=2)[N:6]=[C:5]([C:26]2[CH:27]=[C:28]([F:34])[C:29]([F:33])=[C:30]([F:32])[CH:31]=2)[CH:4]=[CH:3]1. The catalyst class is: 20. (2) Reactant: [CH3:1][O:2][C:3]([C@@H:5]([N:13]1[CH2:21][C:17]2[CH:18]=[CH:19][S:20][C:16]=2[CH2:15][CH2:14]1)[C:6]1[CH:7]=[CH:8][CH:9]=[CH:10][C:11]=1[Cl:12])=[O:4].[S:22](=[O:26])(=[O:25])([OH:24])[OH:23].COC(C)(C)C. Product: [CH3:1][O:2][C:3]([C@@H:5]([N:13]1[CH2:21][C:17]2[CH:18]=[CH:19][S:20][C:16]=2[CH2:15][CH2:14]1)[C:6]1[C:11]([Cl:12])=[CH:10][CH:9]=[CH:8][CH:7]=1)=[O:4].[OH:25][S:22]([OH:26])(=[O:24])=[O:23]. The catalyst class is: 868. (3) Reactant: [N+:1]([C:4]1[CH:13]=[C:12]([C:14]([F:17])([F:16])[F:15])[CH:11]=[CH:10][C:5]=1[C:6]([NH:8][NH2:9])=O)([O-:3])=[O:2].[CH3:18][S:19]([C:22]1[CH:30]=[CH:29][C:25]([C:26](N)=[NH:27])=[CH:24][CH:23]=1)(=[O:21])=[O:20].N1C=CC=CC=1.C(N(CC)CC)C. Product: [CH3:18][S:19]([C:22]1[CH:30]=[CH:29][C:25]([C:26]2[NH:27][C:6]([C:5]3[CH:10]=[CH:11][C:12]([C:14]([F:17])([F:16])[F:15])=[CH:13][C:4]=3[N+:1]([O-:3])=[O:2])=[N:8][N:9]=2)=[CH:24][CH:23]=1)(=[O:20])=[O:21]. The catalyst class is: 46.